Dataset: Forward reaction prediction with 1.9M reactions from USPTO patents (1976-2016). Task: Predict the product of the given reaction. (1) Given the reactants Cl.[CH3:2][N:3]1[C:7]2[CH:8]=[CH:9][CH:10]=[CH:11][C:6]=2[S:5][C:4]1=[N:12][NH2:13].[CH3:14][N:15]1[CH:19]=[CH:18][N:17]=[C:16]1[CH:20]=O.Cl.[OH-].[Na+], predict the reaction product. The product is: [CH3:2][N:3]1[C:7]2[CH:8]=[CH:9][CH:10]=[CH:11][C:6]=2[S:5]/[C:4]/1=[N:12]/[N:13]=[CH:20][C:16]1[N:15]([CH3:14])[CH:19]=[CH:18][N:17]=1. (2) The product is: [C:5]1(=[N:17][OH:18])[CH2:16][CH2:15][CH2:14][CH2:13][CH2:12][CH2:11][CH2:10][CH2:9][CH2:8][CH2:7][CH2:6]1.[C:12]1([CH3:11])[CH:13]=[CH:14][CH:15]=[CH:16][CH:5]=1. Given the reactants S(Cl)(Cl)=O.[C:5]1(=[N:17][OH:18])[CH2:16][CH2:15][CH2:14][CH2:13][CH2:12][CH2:11][CH2:10][CH2:9][CH2:8][CH2:7][CH2:6]1.O, predict the reaction product. (3) Given the reactants [CH2:1]([N:4]1[CH2:9][CH2:8][O:7][CH2:6][CH2:5]1)[CH:2]=[CH2:3].Br[C:11]1[CH:12]=[C:13]([NH:21][C:22](=[O:24])[CH3:23])[CH:14]=[C:15]([C:17]([F:20])([F:19])[F:18])[CH:16]=1.N1(CCCC2C=C(NC(=O)C)C=C(C(F)(F)F)C=2)CCCCC1, predict the reaction product. The product is: [N:4]1([CH2:1][CH2:2][CH2:3][C:11]2[CH:12]=[C:13]([NH:21][C:22](=[O:24])[CH3:23])[CH:14]=[C:15]([C:17]([F:18])([F:19])[F:20])[CH:16]=2)[CH2:9][CH2:8][O:7][CH2:6][CH2:5]1. (4) Given the reactants [NH2:1][CH2:2][CH2:3][N:4]1[CH2:9][CH2:8][N:7]([C:10]2[CH:15]=[CH:14][C:13]([NH:16][C:17]3[N:22]=[CH:21][C:20]([CH2:23][C:24]([NH2:26])=[O:25])=[C:19]([NH:27][CH2:28][C:29]4[CH:34]=[C:33]([F:35])[CH:32]=[C:31]([F:36])[CH:30]=4)[CH:18]=3)=[CH:12][CH:11]=2)[CH2:6][CH2:5]1.N1C=CC=CC=1.[CH3:43][S:44](Cl)(=[O:46])=[O:45].O.N, predict the reaction product. The product is: [F:36][C:31]1[CH:30]=[C:29]([CH:34]=[C:33]([F:35])[CH:32]=1)[CH2:28][NH:27][C:19]1[CH:18]=[C:17]([NH:16][C:13]2[CH:14]=[CH:15][C:10]([N:7]3[CH2:8][CH2:9][N:4]([CH2:3][CH2:2][NH:1][S:44]([CH3:43])(=[O:46])=[O:45])[CH2:5][CH2:6]3)=[CH:11][CH:12]=2)[N:22]=[CH:21][C:20]=1[CH2:23][C:24]([NH2:26])=[O:25]. (5) Given the reactants [F:1][C:2]1[CH:7]=[CH:6][C:5]([F:8])=[CH:4][C:3]=1[C:9]1[CH2:14][NH:13][CH2:12][CH:11]([C:15]2[CH:20]=[CH:19][CH:18]=[CH:17][CH:16]=2)[CH:10]=1.C(N(CC)CC)C.[CH3:28][N:29]([CH3:33])[C:30](Cl)=[O:31], predict the reaction product. The product is: [F:1][C:2]1[CH:7]=[CH:6][C:5]([F:8])=[CH:4][C:3]=1[C:9]1[CH2:14][N:13]([C:30]([N:29]([CH3:33])[CH3:28])=[O:31])[CH2:12][CH:11]([C:15]2[CH:20]=[CH:19][CH:18]=[CH:17][CH:16]=2)[CH:10]=1. (6) Given the reactants C(OC([N:8]1[CH2:13][CH2:12][CH:11]([CH2:14][O:15][C:16]2[CH:25]=[C:24]3[C:19]([C:20]([NH:26][C:27]4[CH:32]=[CH:31][C:30]([CH3:33])=[CH:29][C:28]=4[F:34])=[N:21][CH:22]=[N:23]3)=[CH:18][C:17]=2[O:35][CH3:36])[CH2:10][CH2:9]1)=O)(C)(C)C.C(O)(C(F)(F)F)=O, predict the reaction product. The product is: [F:34][C:28]1[CH:29]=[C:30]([CH3:33])[CH:31]=[CH:32][C:27]=1[NH:26][C:20]1[C:19]2[C:24](=[CH:25][C:16]([O:15][CH2:14][CH:11]3[CH2:10][CH2:9][NH:8][CH2:13][CH2:12]3)=[C:17]([O:35][CH3:36])[CH:18]=2)[N:23]=[CH:22][N:21]=1. (7) Given the reactants [NH2:1][C:2]1[CH:7]=[CH:6][CH:5]=[C:4]([CH3:8])[CH:3]=1.[H-].[Na+].F[C:12]1[CH:17]=[CH:16][CH:15]=[CH:14][C:13]=1[N+:18]([O-:20])=[O:19], predict the reaction product. The product is: [CH3:8][C:4]1[CH:3]=[C:2]([NH:1][C:12]2[CH:17]=[CH:16][CH:15]=[CH:14][C:13]=2[N+:18]([O-:20])=[O:19])[CH:7]=[CH:6][CH:5]=1. (8) Given the reactants [CH2:1]([N:8]1[CH2:13][CH2:12][CH:11]([OH:14])[CH2:10][CH2:9]1)[C:2]1[CH:7]=[CH:6][CH:5]=[CH:4][CH:3]=1.Cl[C:16]1[CH:21]=[CH:20][N:19]=[CH:18][CH:17]=1, predict the reaction product. The product is: [CH2:1]([N:8]1[CH2:13][CH2:12][CH:11]([O:14][C:16]2[CH:21]=[CH:20][N:19]=[CH:18][CH:17]=2)[CH2:10][CH2:9]1)[C:2]1[CH:3]=[CH:4][CH:5]=[CH:6][CH:7]=1. (9) Given the reactants [OH:1][C:2]1[C:10]([OH:11])=[C:9]([N+:12]([O-])=O)[CH:8]=[CH:7][C:3]=1[C:4]([OH:6])=[O:5].OCC1(OC[C@@H](O)[C@@H](O)[C@H]1O)O.[H][H], predict the reaction product. The product is: [NH2:12][C:9]1[CH:8]=[CH:7][C:3]([C:4]([OH:6])=[O:5])=[C:2]([OH:1])[C:10]=1[OH:11].